This data is from Full USPTO retrosynthesis dataset with 1.9M reactions from patents (1976-2016). The task is: Predict the reactants needed to synthesize the given product. (1) Given the product [CH2:22]([N:16]1[C:10]2[N:11]=[C:12]([S:14][CH3:15])[N:13]=[C:8]([C:3]3[CH:4]=[CH:5][CH:6]=[CH:7][C:2]=3[F:1])[C:9]=2[CH:19]=[CH:18][C:17]1=[O:20])[CH3:23], predict the reactants needed to synthesize it. The reactants are: [F:1][C:2]1[CH:7]=[CH:6][CH:5]=[CH:4][C:3]=1[C:8]1[C:9]2[CH:19]=[CH:18][C:17](=[O:20])[NH:16][C:10]=2[N:11]=[C:12]([S:14][CH3:15])[N:13]=1.I[CH2:22][CH3:23]. (2) Given the product [C:9](/[C:8](=[C:11]1/[NH:12][C:13]2[CH:21]=[CH:20][CH:19]=[CH:18][C:14]=2[N:15]/1[CH2:16][CH3:17])/[C:6]1[C:5]([CH3:22])=[CH:4][N:3]=[C:2]([NH:1][C:36]([CH:34]2[CH2:33][CH2:32][CH2:31][N:30]([C:28]([O:27][C:24]([CH3:26])([CH3:25])[CH3:23])=[O:29])[CH2:35]2)=[O:37])[N:7]=1)#[N:10], predict the reactants needed to synthesize it. The reactants are: [NH2:1][C:2]1[N:7]=[C:6](/[C:8](=[C:11]2\[NH:12][C:13]3[CH:21]=[CH:20][CH:19]=[CH:18][C:14]=3[N:15]\2[CH2:16][CH3:17])/[C:9]#[N:10])[C:5]([CH3:22])=[CH:4][N:3]=1.[CH3:23][C:24]([O:27][C:28]([N:30]1[CH2:35][CH:34]([C:36](O)=[O:37])[CH2:33][CH2:32][CH2:31]1)=[O:29])([CH3:26])[CH3:25]. (3) Given the product [CH2:1]([C:5]1[N:9]2[C:10]3[CH:17]=[C:16]([C:18]4[CH:23]=[CH:22][CH:21]=[CH:20][CH:19]=4)[C:15]([C:24]4[CH:25]=[CH:26][C:27]([C:30]5([NH2:34])[CH2:33][CH2:32][CH2:31]5)=[CH:28][CH:29]=4)=[N:14][C:11]=3[O:12][CH2:13][C:8]2=[N:7][N:6]=1)[CH:2]([CH3:4])[CH3:3], predict the reactants needed to synthesize it. The reactants are: [CH2:1]([C:5]1[N:9]2[C:10]3[CH:17]=[C:16]([C:18]4[CH:23]=[CH:22][CH:21]=[CH:20][CH:19]=4)[C:15]([C:24]4[CH:29]=[CH:28][C:27]([C:30]5([NH:34]C(=O)OC(C)(C)C)[CH2:33][CH2:32][CH2:31]5)=[CH:26][CH:25]=4)=[N:14][C:11]=3[O:12][CH2:13][C:8]2=[N:7][N:6]=1)[CH:2]([CH3:4])[CH3:3].C(O)(C(F)(F)F)=O. (4) The reactants are: [H][H].[C:3]1([C:9](O)([CH3:11])[CH3:10])[CH:8]=[CH:7][CH:6]=[CH:5][CH:4]=1. Given the product [C:3]1([CH:9]([CH3:11])[CH3:10])[CH:8]=[CH:7][CH:6]=[CH:5][CH:4]=1, predict the reactants needed to synthesize it. (5) Given the product [NH:19]1[C:27]2[C:22](=[CH:23][C:24]([C:28]3[CH:29]=[C:30]([CH2:34][NH:40][CH2:39][CH2:38][N:37]([CH3:41])[CH3:36])[CH:31]=[N:32][CH:33]=3)=[CH:25][CH:26]=2)[CH:21]=[CH:20]1, predict the reactants needed to synthesize it. The reactants are: C(O[BH-](OC(=O)C)OC(=O)C)(=O)C.[Na+].C(O)(=O)C.[NH:19]1[C:27]2[C:22](=[CH:23][C:24]([C:28]3[CH:29]=[C:30]([CH:34]=O)[CH:31]=[N:32][CH:33]=3)=[CH:25][CH:26]=2)[CH:21]=[CH:20]1.[CH3:36][N:37]([CH3:41])[CH2:38][CH2:39][NH2:40].